This data is from Catalyst prediction with 721,799 reactions and 888 catalyst types from USPTO. The task is: Predict which catalyst facilitates the given reaction. (1) Reactant: [NH2:1][C:2]1[CH:10]=[CH:9][CH:8]=[C:7]2[C:3]=1[CH:4]=[N:5][N:6]2[C:11]([O:13][CH3:14])=[O:12].[C:15](Cl)(Cl)=[O:16].[CH:19]12[N:26]([C:27]3[CH:34]=[CH:33][C:30]([CH2:31][NH2:32])=[CH:29][C:28]=3[C:35]([F:38])([F:37])[F:36])[CH:23]([CH2:24][CH2:25]1)[CH2:22][CH2:21][CH2:20]2. Product: [CH:23]12[N:26]([C:27]3[CH:34]=[CH:33][C:30]([CH2:31][NH:32][C:15]([NH:1][C:2]4[CH:10]=[CH:9][CH:8]=[C:7]5[C:3]=4[CH:4]=[N:5][N:6]5[C:11]([O:13][CH3:14])=[O:12])=[O:16])=[CH:29][C:28]=3[C:35]([F:38])([F:36])[F:37])[CH:19]([CH2:25][CH2:24]1)[CH2:20][CH2:21][CH2:22]2. The catalyst class is: 247. (2) Reactant: C(O[BH-](OC(=O)C)OC(=O)C)(=O)C.[Na+].[ClH:15].[CH3:16][CH:17]([NH:19][C:20]1[C:25]([C:26]#[N:27])=[CH:24][C:23]([C:28]2[O:32][N:31]=[C:30]([C:33]3[CH:43]=[CH:42][C:36]4[CH2:37][CH2:38][NH:39][CH2:40][CH2:41][C:35]=4[C:34]=3[CH3:44])[N:29]=2)=[CH:22][N:21]=1)[CH3:18].[O:45]=[CH:46][C@@H:47]([CH2:49]O)[OH:48].C(=O)([O-])O.[Na+]. Product: [ClH:15].[OH:48][C@H:47]([CH2:46][OH:45])[CH2:49][N:39]1[CH2:38][CH2:37][C:36]2[CH:42]=[CH:43][C:33]([C:30]3[N:29]=[C:28]([C:23]4[CH:24]=[C:25]([C:26]#[N:27])[C:20]([NH:19][CH:17]([CH3:16])[CH3:18])=[N:21][CH:22]=4)[O:32][N:31]=3)=[C:34]([CH3:44])[C:35]=2[CH2:41][CH2:40]1. The catalyst class is: 61. (3) Reactant: Cl[C:2]1[N:3]=[N:4][C:5]([Cl:11])=[CH:6][C:7]=1[C:8](O)=[O:9].[C:12]([C:16]1[CH:22]=[CH:21][C:19]([NH2:20])=[CH:18][CH:17]=1)([CH3:15])([CH3:14])[CH3:13].CN(C([O:30][N:31]1[N:39]=[N:38][C:33]2[CH:34]=[CH:35][CH:36]=[CH:37][C:32]1=2)=[N+](C)C)C.[B-](F)(F)(F)F.CCN(C(C)C)C(C)C. Product: [C:12]([C:16]1[CH:17]=[CH:18][C:19]([NH:20][C:8]([C:7]2[CH:6]=[C:5]([Cl:11])[N:4]=[N:3][C:2]=2[O:30][N:31]2[C:32]3[CH:37]=[CH:36][CH:35]=[CH:34][C:33]=3[N:38]=[N:39]2)=[O:9])=[CH:21][CH:22]=1)([CH3:15])([CH3:13])[CH3:14]. The catalyst class is: 18. (4) Reactant: [NH2:1][C:2]1[CH:3]=[CH:4][CH:5]=[C:6]2[C:11]=1[NH:10][C:9](=[O:12])[CH:8]([NH:13][C:14](=[O:34])[CH:15]([NH:20][C:21](=[O:33])[C:22]([NH:25][C:26](=[O:32])[O:27][C:28]([CH3:31])([CH3:30])[CH3:29])([CH3:24])[CH3:23])[CH2:16][CH:17]([CH3:19])[CH3:18])[CH2:7]2.Br.Br[CH2:37][C:38]1[CH:43]=[CH:42][CH:41]=[CH:40][N:39]=1.[H-].[Na+]. Product: [NH2:1][C:2]1[CH:3]=[CH:4][CH:5]=[C:6]2[C:11]=1[N:10]([CH2:37][C:38]1[CH:43]=[CH:42][CH:41]=[CH:40][N:39]=1)[C:9](=[O:12])[CH:8]([NH:13][C:14](=[O:34])[C@H:15]([NH:20][C:21](=[O:33])[C:22]([NH:25][C:26](=[O:32])[O:27][C:28]([CH3:31])([CH3:30])[CH3:29])([CH3:23])[CH3:24])[CH2:16][CH:17]([CH3:19])[CH3:18])[CH2:7]2. The catalyst class is: 3. (5) Reactant: [C:1]([C:5]1[CH:10]=[CH:9][C:8]([C:11]2[CH:19]=[CH:18][CH:17]=[C:16]3[C:12]=2[CH2:13][C:14](=[CH:21][C:22]2([CH2:28][CH3:29])[CH2:27][CH2:26][CH2:25][CH2:24][CH2:23]2)[C:15]3=[O:20])=[CH:7][CH:6]=1)([CH3:4])([CH3:3])[CH3:2].[H][H]. Product: [C:1]([C:5]1[CH:10]=[CH:9][C:8]([C:11]2[CH:19]=[CH:18][CH:17]=[C:16]3[C:12]=2[CH2:13][CH:14]([CH2:21][C:22]2([CH2:28][CH3:29])[CH2:23][CH2:24][CH2:25][CH2:26][CH2:27]2)[C:15]3=[O:20])=[CH:7][CH:6]=1)([CH3:4])([CH3:3])[CH3:2]. The catalyst class is: 78. (6) Reactant: IC.[N:3]1[N:7]2[CH:8]=[CH:9][C:10]([OH:12])=[CH:11][C:6]2=[CH:5][CH:4]=1.[C:13]([O-])([O-])=O.[K+].[K+]. Product: [CH3:13][O:12][C:10]1[CH:9]=[CH:8][N:7]2[N:3]=[CH:4][CH:5]=[C:6]2[CH:11]=1. The catalyst class is: 18. (7) Reactant: [C:1]([C:5]1[CH:14]=[CH:13][C:8]([C:9]([O:11]C)=[O:10])=[C:7]([O:15][C:16]2[CH:21]=[CH:20][CH:19]=[C:18]([C:22]([F:25])([F:24])[F:23])[N:17]=2)[CH:6]=1)([CH3:4])([CH3:3])[CH3:2].O.[OH-].[Li+].Cl. Product: [C:1]([C:5]1[CH:14]=[CH:13][C:8]([C:9]([OH:11])=[O:10])=[C:7]([O:15][C:16]2[CH:21]=[CH:20][CH:19]=[C:18]([C:22]([F:25])([F:23])[F:24])[N:17]=2)[CH:6]=1)([CH3:4])([CH3:2])[CH3:3]. The catalyst class is: 20. (8) Reactant: [CH3:1][O:2][C:3](=[O:41])[C:4]1[CH:9]=[CH:8][C:7]([O:10][CH2:11][CH2:12][C:13]2[C:21]3[C:16](=[CH:17][CH:18]=[C:19]([Cl:22])[CH:20]=3)[N:15]([CH:23]([C:30]3[CH:35]=[CH:34][CH:33]=[CH:32][CH:31]=3)[C:24]3[CH:29]=[CH:28][CH:27]=[CH:26][CH:25]=3)[C:14]=2[CH:36]=[CH:37][C:38]([OH:40])=[O:39])=[CH:6][CH:5]=1. Product: [CH3:1][O:2][C:3](=[O:41])[C:4]1[CH:5]=[CH:6][C:7]([O:10][CH2:11][CH2:12][C:13]2[C:21]3[C:16](=[CH:17][CH:18]=[C:19]([Cl:22])[CH:20]=3)[N:15]([CH:23]([C:30]3[CH:31]=[CH:32][CH:33]=[CH:34][CH:35]=3)[C:24]3[CH:29]=[CH:28][CH:27]=[CH:26][CH:25]=3)[C:14]=2[CH2:36][CH2:37][C:38]([OH:40])=[O:39])=[CH:8][CH:9]=1. The catalyst class is: 465. (9) Reactant: [Cl:1][C:2]1[C:7]([O:8][C:9]2[C:14]([C:15]([F:18])([F:17])[F:16])=[CH:13][CH:12]=[CH:11][N:10]=2)=[CH:6][C:5]([N:19]=[C:20]2[N:28]3[N:23]([CH2:24][CH2:25][CH2:26][CH2:27]3)[C:22](=[O:29])[S:21]2)=[C:4]([F:30])[CH:3]=1.C[O-].[Na+]. Product: [Cl:1][C:2]1[C:7]([O:8][C:9]2[C:14]([C:15]([F:16])([F:17])[F:18])=[CH:13][CH:12]=[CH:11][N:10]=2)=[CH:6][C:5]([N:19]2[C:22](=[O:29])[N:23]3[CH2:24][CH2:25][CH2:26][CH2:27][N:28]3[C:20]2=[S:21])=[C:4]([F:30])[CH:3]=1. The catalyst class is: 5.